Task: Predict which catalyst facilitates the given reaction.. Dataset: Catalyst prediction with 721,799 reactions and 888 catalyst types from USPTO (1) Reactant: Br[C:2]1[CH:3]=[N:4][CH:5]=[C:6]2[C:11]=1[N:10]=[C:9]([C:12]([NH:14][CH:15]([C:17]1[CH:22]=[CH:21][C:20]([S:23]([CH3:26])(=[O:25])=[O:24])=[CH:19][CH:18]=1)[CH3:16])=[O:13])[CH:8]=[CH:7]2.[F:27][C:28]1[CH:33]=[C:32]([F:34])[CH:31]=[CH:30][C:29]=1B(O)O.C(=O)([O-])[O-].[Cs+].[Cs+]. The catalyst class is: 688. Product: [F:27][C:28]1[CH:33]=[C:32]([F:34])[CH:31]=[CH:30][C:29]=1[C:2]1[CH:3]=[N:4][CH:5]=[C:6]2[C:11]=1[N:10]=[C:9]([C:12]([NH:14][CH:15]([C:17]1[CH:22]=[CH:21][C:20]([S:23]([CH3:26])(=[O:25])=[O:24])=[CH:19][CH:18]=1)[CH3:16])=[O:13])[CH:8]=[CH:7]2. (2) Reactant: Cl[CH2:2][C:3]1[C:4]2[CH2:5][CH2:6][C:7]([O:25][CH3:26])([C:18]3[CH:23]=[CH:22][CH:21]=[CH:20][C:19]=3[CH3:24])[O:8][C:9]=2[C:10]2[N:14]=[C:13]([CH3:15])[N:12]([CH3:16])[C:11]=2[CH:17]=1.[CH3:27][O-:28].[Na+]. Product: [CH3:26][O:25][C:7]1([C:18]2[CH:23]=[CH:22][CH:21]=[CH:20][C:19]=2[CH3:24])[CH2:6][CH2:5][C:4]2[C:3]([CH2:2][O:28][CH3:27])=[CH:17][C:11]3[N:12]([CH3:16])[C:13]([CH3:15])=[N:14][C:10]=3[C:9]=2[O:8]1. The catalyst class is: 5. (3) Reactant: C([O:3][C:4]([CH:6]1[CH2:11][CH2:10][CH:9]([NH:12][C:13]2[N:18]=[C:17]([C:19]3[N:23]4[CH:24]=[CH:25][CH:26]=[C:27]([O:28][CH2:29][CH2:30][CH2:31][S:32]([CH3:35])(=[O:34])=[O:33])[C:22]4=[N:21][CH:20]=3)[CH:16]=[CH:15][N:14]=2)[CH2:8][CH2:7]1)=[O:5])C.O[Li].O. Product: [CH3:35][S:32]([CH2:31][CH2:30][CH2:29][O:28][C:27]1[C:22]2[N:23]([C:19]([C:17]3[CH:16]=[CH:15][N:14]=[C:13]([NH:12][CH:9]4[CH2:10][CH2:11][CH:6]([C:4]([OH:5])=[O:3])[CH2:7][CH2:8]4)[N:18]=3)=[CH:20][N:21]=2)[CH:24]=[CH:25][CH:26]=1)(=[O:34])=[O:33]. The catalyst class is: 636. (4) The catalyst class is: 1. Reactant: [C:1]1([S:7]([C:10]2[CH:15]=[CH:14][C:13]([CH2:16][CH2:17][CH:18]=[O:19])=[C:12]([Br:20])[CH:11]=2)(=[O:9])=[O:8])[CH:6]=[CH:5][CH:4]=[CH:3][CH:2]=1.[CH3:21][Si:22]([CH2:25][Mg]Cl)([CH3:24])[CH3:23]. Product: [C:1]1([S:7]([C:10]2[CH:15]=[CH:14][C:13]([CH2:16][CH2:17][CH:18]([OH:19])[CH2:21][Si:22]([CH3:25])([CH3:24])[CH3:23])=[C:12]([Br:20])[CH:11]=2)(=[O:8])=[O:9])[CH:2]=[CH:3][CH:4]=[CH:5][CH:6]=1. (5) Reactant: [Cl:1][C:2]1[CH:7]=[CH:6][C:5]([C:8]([OH:39])([C:33]2[N:34]([CH3:38])[CH:35]=[N:36][CH:37]=2)[C:9]2[CH:10]=[C:11]3[C:16](=[CH:17][CH:18]=2)[N:15]([CH3:19])[C:14](=[O:20])[CH:13]=[C:12]3[C:21]2[CH:26]=[CH:25][CH:24]=[C:23]([C:27]#[C:28][Si](C)(C)C)[CH:22]=2)=[CH:4][CH:3]=1.[F-].C([N+](CCCC)(CCCC)CCCC)CCC. The catalyst class is: 1. Product: [Cl:1][C:2]1[CH:7]=[CH:6][C:5]([C:8]([OH:39])([C:33]2[N:34]([CH3:38])[CH:35]=[N:36][CH:37]=2)[C:9]2[CH:10]=[C:11]3[C:16](=[CH:17][CH:18]=2)[N:15]([CH3:19])[C:14](=[O:20])[CH:13]=[C:12]3[C:21]2[CH:26]=[CH:25][CH:24]=[C:23]([C:27]#[CH:28])[CH:22]=2)=[CH:4][CH:3]=1. (6) Reactant: O[CH2:2][C:3]1[CH:31]=[CH:30][C:6]([O:7][CH2:8][C:9]2[N:10]=[C:11]([C:15]3[CH:16]=[CH:17][C:18]([O:25][S:26]([CH3:29])(=[O:28])=[O:27])=[C:19]([CH:24]=3)[C:20]([O:22][CH3:23])=[O:21])[O:12][C:13]=2[CH3:14])=[C:5]([O:32][CH3:33])[CH:4]=1.C1(C)C=CC=CC=1.S(Cl)([Cl:43])=O. Product: [Cl:43][CH2:2][C:3]1[CH:31]=[CH:30][C:6]([O:7][CH2:8][C:9]2[N:10]=[C:11]([C:15]3[CH:16]=[CH:17][C:18]([O:25][S:26]([CH3:29])(=[O:28])=[O:27])=[C:19]([CH:24]=3)[C:20]([O:22][CH3:23])=[O:21])[O:12][C:13]=2[CH3:14])=[C:5]([O:32][CH3:33])[CH:4]=1. The catalyst class is: 13. (7) Reactant: [NH2:1][C:2]1[C:7]([C:8]2[CH:13]=[CH:12][C:11]([OH:14])=[CH:10][CH:9]=2)=[N:6][C:5](Br)=[CH:4][N:3]=1.[NH2:16][C:17]([C:19]1[CH:20]=[C:21](B(O)O)[CH:22]=[CH:23][CH:24]=1)=[O:18].C([O-])([O-])=O.[Na+].[Na+]. Product: [NH2:1][C:2]1[N:3]=[CH:4][C:5]([C:23]2[CH:24]=[C:19]([CH:20]=[CH:21][CH:22]=2)[C:17]([NH2:16])=[O:18])=[N:6][C:7]=1[C:8]1[CH:13]=[CH:12][C:11]([OH:14])=[CH:10][CH:9]=1. The catalyst class is: 104.